Dataset: Reaction yield outcomes from USPTO patents with 853,638 reactions. Task: Predict the reaction yield, written as a fraction of the theoretical maximum amount of product (1.0 means a 100% yield; for example, 0.34 means a 34% yield). (1) The reactants are [F:1][C:2]1[C:7]([F:8])=[C:6]([F:9])[C:5]([F:10])=[C:4]([F:11])[C:3]=1[C:12](=O)[CH3:13].[NH2:15][C:16]([NH2:18])=[S:17]. No catalyst specified. The product is [NH2:18][C:16]1[S:17][CH:13]=[C:12]([C:3]2[C:2]([F:1])=[C:7]([F:8])[C:6]([F:9])=[C:5]([F:10])[C:4]=2[F:11])[N:15]=1. The yield is 0.867. (2) The reactants are [C:1]([O:5][C:6]([NH:8][C@@H:9]([CH2:13][CH:14]1[CH2:19][CH2:18][CH:17]([CH3:20])[CH2:16][CH2:15]1)[C:10](O)=[O:11])=[O:7])([CH3:4])([CH3:3])[CH3:2].C(Cl)CCl.C1C=CC2N(O)N=[N:31][C:29]=2C=1.CCN(C(C)C)C(C)C.CN.CCO. The catalyst is C(Cl)Cl. The product is [CH3:29][NH:31][C:10](=[O:11])[C@@H:9]([NH:8][C:6](=[O:7])[O:5][C:1]([CH3:4])([CH3:3])[CH3:2])[CH2:13][CH:14]1[CH2:19][CH2:18][CH:17]([CH3:20])[CH2:16][CH2:15]1. The yield is 0.470. (3) The reactants are I[C:2]1[C:10]2[C:5](=[N:6][CH:7]=[N:8][C:9]=2[NH2:11])[NH:4][N:3]=1.[F:12][C:13]1[CH:14]=[C:15](B(O)O)[CH:16]=[C:17]([O:19][CH3:20])[CH:18]=1.C(=O)([O-])[O-].[Na+].[Na+].ClCCl. The catalyst is CN(C=O)C.C(O)C.O. The product is [F:12][C:13]1[CH:14]=[C:15]([C:2]2[C:10]3[C:5](=[N:6][CH:7]=[N:8][C:9]=3[NH2:11])[NH:4][N:3]=2)[CH:16]=[C:17]([O:19][CH3:20])[CH:18]=1. The yield is 0.370. (4) The reactants are [OH:1][C:2]1[CH:7]=[C:6]([OH:8])[C:5]([CH:9]([CH3:11])[CH3:10])=[CH:4][C:3]=1[C:12]1[O:16][N:15]=[C:14]([C:17]([NH:19][CH2:20][CH3:21])=[O:18])[C:13]=1[C:22]1[N:26]=[C:25]([CH3:27])[O:24][N:23]=1.C(N(CC)CC)C.[C:35](OC(=O)C)(=[O:37])[CH3:36].[C:42](OCC)(=[O:44])[CH3:43]. The catalyst is C1COCC1.CN(C)C1C=CN=CC=1. The product is [C:35]([O:8][C:6]1[C:5]([CH:9]([CH3:10])[CH3:11])=[CH:4][C:3]([C:12]2[O:16][N:15]=[C:14]([C:17](=[O:18])[NH:19][CH2:20][CH3:21])[C:13]=2[C:22]2[N:26]=[C:25]([CH3:27])[O:24][N:23]=2)=[C:2]([O:1][C:42](=[O:44])[CH3:43])[CH:7]=1)(=[O:37])[CH3:36]. The yield is 0.970. (5) The reactants are [CH3:1][O:2][C:3](=[O:16])[C:4]1[CH:9]=[C:8](I)[C:7]([C:11]([F:14])([F:13])[F:12])=[CH:6][C:5]=1[NH2:15].[CH2:17]([O:20][CH:21]1[CH2:26][CH2:25][CH2:24][CH2:23][O:22]1)[C:18]#[CH:19]. The catalyst is O1CCOCC1.CCN(CC)CC.[Cu](I)I.C1(C=CC=CC=1)[P](C1C=CC=CC=1)(C1C=CC=CC=1)[Pd][P](C1C=CC=CC=1)(C1C=CC=CC=1)C1C=CC=CC=1. The product is [CH3:1][O:2][C:3](=[O:16])[C:4]1[CH:9]=[C:8]([C:19]#[C:18][CH2:17][O:20][CH:21]2[CH2:26][CH2:25][CH2:24][CH2:23][O:22]2)[C:7]([C:11]([F:14])([F:13])[F:12])=[CH:6][C:5]=1[NH2:15]. The yield is 0.720. (6) The reactants are Cl.[Br:2][C:3]1[CH:8]=[CH:7][C:6]([CH2:9][NH2:10])=[CH:5][CH:4]=1.C[O-].[Na+].[CH2:14]([O:16][CH:17]([O:22][CH2:23][CH3:24])[C:18](=[NH:21])OC)[CH3:15]. The catalyst is CO. The product is [Br:2][C:3]1[CH:8]=[CH:7][C:6]([CH2:9][NH:10][C:18](=[NH:21])[CH:17]([O:22][CH2:23][CH3:24])[O:16][CH2:14][CH3:15])=[CH:5][CH:4]=1. The yield is 0.620. (7) The reactants are C(OC([N:8]1[CH2:12][CH2:11][CH2:10][CH:9]1[C:13](=[O:28])[NH:14][C:15]1[CH:16]=[C:17]([C:21]2[CH:26]=[CH:25][C:24]([Cl:27])=[CH:23][CH:22]=2)[CH:18]=[CH:19][CH:20]=1)=O)(C)(C)C.Cl.[CH3:30][O:31][C:32]([NH:34][CH:35]([CH:39]([CH3:41])[CH3:40])[C:36](O)=[O:37])=[O:33].CN(C(ON1N=NC2C=CC=NC1=2)=[N+](C)C)C.F[P-](F)(F)(F)(F)F.CCN(C(C)C)C(C)C. The catalyst is CO.CN(C=O)C.C(OCC)(=O)C. The product is [CH3:30][O:31][C:32](=[O:33])[NH:34][CH:35]([C:36]([N:8]1[CH2:12][CH2:11][CH2:10][CH:9]1[C:13](=[O:28])[NH:14][C:15]1[CH:16]=[C:17]([C:21]2[CH:26]=[CH:25][C:24]([Cl:27])=[CH:23][CH:22]=2)[CH:18]=[CH:19][CH:20]=1)=[O:37])[CH:39]([CH3:41])[CH3:40]. The yield is 0.960. (8) The reactants are [Br:1][C:2]1[CH:3]=[C:4]([NH:10][C:11]2[CH:16]=[CH:15][C:14]([N:17]3[CH2:22][CH2:21][NH:20][CH2:19][C:18]3([CH3:24])[CH3:23])=[CH:13][N:12]=2)[C:5](=[O:9])[N:6]([CH3:8])[CH:7]=1.[O:25]1[CH2:28][C:27](=O)[CH2:26]1.[BH3-]C#N.[Na+]. The catalyst is CO.[Cl-].[Zn+2].[Cl-]. The product is [Br:1][C:2]1[CH:3]=[C:4]([NH:10][C:11]2[CH:16]=[CH:15][C:14]([N:17]3[CH2:22][CH2:21][N:20]([CH:27]4[CH2:28][O:25][CH2:26]4)[CH2:19][C:18]3([CH3:24])[CH3:23])=[CH:13][N:12]=2)[C:5](=[O:9])[N:6]([CH3:8])[CH:7]=1. The yield is 0.780. (9) The reactants are [CH3:1][P:2]1(=[O:21])[CH2:7][CH2:6][N:5]([CH:8]2[CH2:13][CH2:12][N:11]([C:14](OC(C)(C)C)=O)[CH2:10][CH2:9]2)[CH2:4][CH2:3]1.FC(F)(F)C(O)=O.C(=O)([O-])[O-].[K+].[K+].FC1[CH:37]=[CH:38][C:39]([N+:44]([O-:46])=[O:45])=[C:40]([O:42][CH3:43])[CH:41]=1. The catalyst is C(Cl)Cl. The product is [CH3:43][O:42][C:40]1[CH:41]=[C:14]([N:11]2[CH2:10][CH2:9][CH:8]([N:5]3[CH2:4][CH2:3][P:2](=[O:21])([CH3:1])[CH2:7][CH2:6]3)[CH2:13][CH2:12]2)[CH:37]=[CH:38][C:39]=1[N+:44]([O-:46])=[O:45]. The yield is 0.860.